From a dataset of Peptide-MHC class II binding affinity with 134,281 pairs from IEDB. Regression. Given a peptide amino acid sequence and an MHC pseudo amino acid sequence, predict their binding affinity value. This is MHC class II binding data. (1) The peptide sequence is GLKGPDIYKGVYQFK. The MHC is H-2-IAb with pseudo-sequence H-2-IAb. The binding affinity (normalized) is 0.252. (2) The peptide sequence is QIRMAKLLGRDPEQS. The MHC is HLA-DQA10101-DQB10501 with pseudo-sequence HLA-DQA10101-DQB10501. The binding affinity (normalized) is 0.260. (3) The peptide sequence is SPEVIPMFSALSE. The MHC is HLA-DQA10102-DQB10602 with pseudo-sequence HLA-DQA10102-DQB10602. The binding affinity (normalized) is 0.234. (4) The peptide sequence is GELLIVDKIDAAFKI. The MHC is DRB3_0202 with pseudo-sequence DRB3_0202. The binding affinity (normalized) is 0.392. (5) The peptide sequence is EKKYFAAPQFEPLAA. The MHC is HLA-DPA10103-DPB10601 with pseudo-sequence HLA-DPA10103-DPB10601. The binding affinity (normalized) is 0.828. (6) The peptide sequence is QMATTLPVQRHPRSL. The MHC is DRB1_0901 with pseudo-sequence DRB1_0901. The binding affinity (normalized) is 0.293. (7) The peptide sequence is NNLMMIEQYPYVVIM. The MHC is HLA-DQA10301-DQB10302 with pseudo-sequence HLA-DQA10301-DQB10302. The binding affinity (normalized) is 0.175. (8) The peptide sequence is GKKEEKKEEKKESGD. The MHC is DRB3_0202 with pseudo-sequence DRB3_0202. The binding affinity (normalized) is 0. (9) The MHC is DRB1_1001 with pseudo-sequence DRB1_1001. The peptide sequence is AFKVAYTAANAAPAN. The binding affinity (normalized) is 0.899.